Predict which catalyst facilitates the given reaction. From a dataset of Catalyst prediction with 721,799 reactions and 888 catalyst types from USPTO. (1) Reactant: [NH:1]1[C:9]2[C:4](=[CH:5][CH:6]=[CH:7][CH:8]=2)[CH:3]=[CH:2]1.[OH-].[K+].[CH3:12][O:13][C:14]([C:16]1([CH3:27])[O:21][CH2:20][CH:19]([CH2:22][CH2:23][CH2:24][CH2:25]I)[CH2:18][O:17]1)=[O:15]. Product: [CH3:12][O:13][C:14]([C:16]1([CH3:27])[O:17][CH2:18][CH:19]([CH2:22][CH2:23][CH2:24][CH2:25][N:1]2[C:9]3[C:4](=[CH:5][CH:6]=[CH:7][CH:8]=3)[CH:3]=[CH:2]2)[CH2:20][O:21]1)=[O:15]. The catalyst class is: 16. (2) Reactant: C([N:8]1[CH2:13][CH2:12][CH2:11][CH:10]([CH2:14][NH:15][C:16](=[O:22])[O:17][C:18]([CH3:21])([CH3:20])[CH3:19])[CH2:9]1)C1C=CC=CC=1. Product: [NH:8]1[CH2:13][CH2:12][CH2:11][CH:10]([CH2:14][NH:15][C:16](=[O:22])[O:17][C:18]([CH3:20])([CH3:19])[CH3:21])[CH2:9]1. The catalyst class is: 19. (3) Reactant: [CH2:1]([N:8]1[CH2:13][CH2:12][CH:11]([CH2:14][CH2:15][CH2:16][OH:17])[CH2:10][CH2:9]1)[C:2]1[CH:7]=[CH:6][CH:5]=[CH:4][CH:3]=1.C(N(CC)CC)C.[CH3:25][S:26](Cl)(=[O:28])=[O:27]. Product: [CH2:1]([N:8]1[CH2:13][CH2:12][CH:11]([CH2:14][CH2:15][CH2:16][O:17][S:26]([CH3:25])(=[O:28])=[O:27])[CH2:10][CH2:9]1)[C:2]1[CH:7]=[CH:6][CH:5]=[CH:4][CH:3]=1. The catalyst class is: 7. (4) Reactant: [CH2:1]([O:3][C:4](=[O:11])[C@H:5]1[CH2:9][C@H:8]([OH:10])[CH2:7][NH:6]1)[CH3:2].C(N(CC)CC)C.[C:19](O[C:19]([O:21][C:22]([CH3:25])([CH3:24])[CH3:23])=[O:20])([O:21][C:22]([CH3:25])([CH3:24])[CH3:23])=[O:20]. Product: [CH2:1]([O:3][C:4](=[O:11])[C@H:5]1[CH2:9][C@H:8]([OH:10])[CH2:7][N:6]1[C:19]([O:21][C:22]([CH3:25])([CH3:24])[CH3:23])=[O:20])[CH3:2]. The catalyst class is: 112.